Dataset: Full USPTO retrosynthesis dataset with 1.9M reactions from patents (1976-2016). Task: Predict the reactants needed to synthesize the given product. (1) Given the product [NH2:1][C:2]1[S:3][C:4]([C:9]([O:11][CH2:12][CH3:13])=[O:10])=[C:5]([C:7]#[N:14])[N:6]=1, predict the reactants needed to synthesize it. The reactants are: [NH2:1][C:2]1[S:3][C:4]([C:9]([O:11][CH2:12][CH3:13])=[O:10])=[C:5]([CH:7]=O)[N:6]=1.[NH3:14].II. (2) Given the product [CH3:6][O:5][C:3]([C:2]1[C:1]([C:7]([O:9][CH3:10])=[O:8])=[C:18]2[CH:17]=[CH:16][C:15]([Br:19])=[CH:14][N:13]2[N:12]=1)=[O:4], predict the reactants needed to synthesize it. The reactants are: [C:1]([C:7]([O:9][CH3:10])=[O:8])#[C:2][C:3]([O:5][CH3:6])=[O:4].[I-].[NH2:12][N+:13]1[CH:18]=[CH:17][CH:16]=[C:15]([Br:19])[CH:14]=1.C(=O)([O-])[O-].[K+].[K+]. (3) Given the product [Cl:1][C:2]1[CH:7]=[C:6]([Cl:8])[CH:5]=[CH:4][C:3]=1[N:9]1[C:14]2=[N:15][C:16]3[CH:21]=[CH:20][CH:19]=[C:18]([CH:22]([O:25][CH2:31][CH2:30][O:29][CH3:28])[CH2:23][CH3:24])[C:17]=3[N:13]2[CH2:12][CH2:11][CH2:10]1, predict the reactants needed to synthesize it. The reactants are: [Cl:1][C:2]1[CH:7]=[C:6]([Cl:8])[CH:5]=[CH:4][C:3]=1[N:9]1[C:14]2=[N:15][C:16]3[CH:21]=[CH:20][CH:19]=[C:18]([CH:22]([OH:25])[CH2:23][CH3:24])[C:17]=3[N:13]2[CH2:12][CH2:11][CH2:10]1.[H-].[Na+].[CH3:28][O:29][CH2:30][CH2:31]Br. (4) Given the product [Cl:1][CH2:2][C:3]([NH:5][C:6]1[NH:7][C:8]([CH3:14])=[C:9]([CH3:13])[C:10]=1[C:11](=[O:16])[NH2:12])=[O:4], predict the reactants needed to synthesize it. The reactants are: [Cl:1][CH2:2][C:3]([NH:5][C:6]1[NH:7][C:8]([CH3:14])=[C:9]([CH3:13])[C:10]=1[C:11]#[N:12])=[O:4].P(=O)(O)(O)[OH:16]. (5) Given the product [C:1]([O:5][C:6](=[O:22])[NH:7][C:8]1[CH:13]=[CH:12][C:11]([C:14]2[CH:19]=[CH:18][CH:17]=[C:16]([CH3:20])[CH:15]=2)=[CH:10][C:9]=1[NH:21][C:26](=[O:25])[CH2:27][C:28]([C:30]1[CH:37]=[CH:36][CH:35]=[C:32]([C:33]#[N:34])[CH:31]=1)=[O:29])([CH3:4])([CH3:2])[CH3:3], predict the reactants needed to synthesize it. The reactants are: [C:1]([O:5][C:6](=[O:22])[NH:7][C:8]1[CH:13]=[CH:12][C:11]([C:14]2[CH:19]=[CH:18][CH:17]=[C:16]([CH3:20])[CH:15]=2)=[CH:10][C:9]=1[NH2:21])([CH3:4])([CH3:3])[CH3:2].CC1(C)[O:29][C:28]([C:30]2[CH:31]=[C:32]([CH:35]=[CH:36][CH:37]=2)[C:33]#[N:34])=[CH:27][C:26](=O)[O:25]1. (6) Given the product [N:30]1[O:29][N:28]=[C:27]2[CH:31]=[C:23]([C:9]3[C:10](=[O:22])[N:11]([CH2:15][C:16]4[CH:17]=[CH:18][CH:19]=[CH:20][CH:21]=4)[C:12]4[C:7]([CH:8]=3)=[C:6]([OH:32])[C:5]([C:3]([NH:33][CH2:34][CH2:35][C:36]([OH:38])=[O:37])=[O:4])=[N:14][CH:13]=4)[CH:24]=[CH:25][C:26]=12, predict the reactants needed to synthesize it. The reactants are: CO[C:3]([C:5]1[C:6]([OH:32])=[C:7]2[C:12](=[CH:13][N:14]=1)[N:11]([CH2:15][C:16]1[CH:21]=[CH:20][CH:19]=[CH:18][CH:17]=1)[C:10](=[O:22])[C:9]([C:23]1[CH:24]=[CH:25][C:26]3[C:27]([CH:31]=1)=[N:28][O:29][N:30]=3)=[CH:8]2)=[O:4].[NH2:33][CH2:34][CH2:35][C:36]([OH:38])=[O:37].C[O-].[Na+].